This data is from Full USPTO retrosynthesis dataset with 1.9M reactions from patents (1976-2016). The task is: Predict the reactants needed to synthesize the given product. (1) Given the product [CH2:1]([O:3][C:4](=[O:24])[C@@H:5]([O:22][CH3:23])[CH2:6][C:7]1[CH:12]=[CH:11][C:10]([O:13][CH2:14][C:15]([OH:17])=[O:16])=[CH:9][CH:8]=1)[CH3:2], predict the reactants needed to synthesize it. The reactants are: [CH2:1]([O:3][C:4](=[O:24])[C@@H:5]([O:22][CH3:23])[CH2:6][C:7]1[CH:12]=[CH:11][C:10]([O:13][CH2:14][C:15]([O:17]C(C)(C)C)=[O:16])=[CH:9][CH:8]=1)[CH3:2].FC(F)(F)C(O)=O. (2) Given the product [NH2:1][C:2]1[S:3][C:4]2[C:9]([N:10]([CH3:18])[C@H:11]([CH2:14][CH:15]([CH3:17])[CH3:16])[CH2:12][OH:13])=[N:8][C:7]([S:19][CH2:26][C:25]3[CH:28]=[CH:29][C:22]([Br:21])=[CH:23][C:24]=3[F:30])=[N:6][C:5]=2[N:20]=1, predict the reactants needed to synthesize it. The reactants are: [NH2:1][C:2]1[S:3][C:4]2[C:9]([N:10]([CH3:18])[C@H:11]([CH2:14][CH:15]([CH3:17])[CH3:16])[CH2:12][OH:13])=[N:8][C:7]([SH:19])=[N:6][C:5]=2[N:20]=1.[Br:21][C:22]1[CH:29]=[CH:28][C:25]([CH2:26]Br)=[C:24]([F:30])[CH:23]=1.CCN(C(C)C)C(C)C. (3) Given the product [CH2:30]([O:22][C:25]([C:15]1([C:16]2[S:17][CH:18]=[CH:19][CH:20]=2)[CH2:11][CH2:14][CH:13]1[CH3:12])=[O:26])[CH3:31], predict the reactants needed to synthesize it. The reactants are: C[Si](I)(C)C.C(OC([C:11]1([CH:15](O)[C:16]2[S:17][CH:18]=[CH:19][CH:20]=2)[CH2:14][CH2:13][CH2:12]1)=O)C.[OH-:22].[Na+].C[CH2:25][O:26]C(C)=O.[CH3:30][C:31]#N.